From a dataset of Forward reaction prediction with 1.9M reactions from USPTO patents (1976-2016). Predict the product of the given reaction. (1) Given the reactants C(OC([N:8]([C:17]1[CH:22]=[CH:21][C:20]([C:23]2[N:27]3[N:28]=[CH:29][CH:30]=[C:31]([N:32]4[CH2:37][CH2:36][O:35][CH2:34][CH2:33]4)[C:26]3=[N:25][C:24]=2[C:38]#[C:39][C:40]2[CH:49]=[CH:48][C:47]3[C:42](=[CH:43][CH:44]=[CH:45][CH:46]=3)[N:41]=2)=[CH:19][N:18]=1)[CH2:9][C:10]([O:12]C(C)(C)C)=[O:11])=O)(C)(C)C.[C:50]([OH:56])([C:52]([F:55])([F:54])[F:53])=[O:51].C(Cl)Cl, predict the reaction product. The product is: [F:53][C:52]([F:55])([F:54])[C:50]([OH:56])=[O:51].[O:35]1[CH2:36][CH2:37][N:32]([C:31]2[C:26]3[N:27]([C:23]([C:20]4[CH:21]=[CH:22][C:17]([NH:8][CH2:9][C:10]([OH:12])=[O:11])=[N:18][CH:19]=4)=[C:24]([C:38]#[C:39][C:40]4[CH:49]=[CH:48][C:47]5[C:42](=[CH:43][CH:44]=[CH:45][CH:46]=5)[N:41]=4)[N:25]=3)[N:28]=[CH:29][CH:30]=2)[CH2:33][CH2:34]1. (2) Given the reactants [Cl:1][C:2]1[CH:11]=[CH:10][C:9]2[CH2:8][CH2:7][CH2:6][C:5](=[O:12])[C:4]=2[N:3]=1.[CH3:13][N:14]([CH:16](OC)OC)[CH3:15], predict the reaction product. The product is: [Cl:1][C:2]1[CH:11]=[CH:10][C:9]2[CH2:8][CH2:7]/[C:6](=[CH:13]\[N:14]([CH3:16])[CH3:15])/[C:5](=[O:12])[C:4]=2[N:3]=1. (3) Given the reactants C(OC([NH:8][CH2:9][C:10]1[CH:11]=[C:12]([C:16]2[N:21]=[C:20]([C:22]([NH:24][C:25]3[CH:30]=[CH:29][CH:28]=[CH:27][C:26]=3[CH2:31][C:32]([O:34]C(C)(C)C)=[O:33])=[O:23])[CH:19]=[C:18](Cl)[CH:17]=2)[CH:13]=[CH:14][CH:15]=1)=O)(C)(C)C.C(OC([NH:47][CH2:48][C:49]1[CH:50]=[C:51](B(O)O)[CH:52]=[CH:53][CH:54]=1)=O)(C)(C)C.[C:58]([OH:64])([C:60]([F:63])([F:62])[F:61])=[O:59].C(Cl)Cl, predict the reaction product. The product is: [NH2:47][CH2:48][C:49]1[CH:54]=[C:53]([C:18]2[CH:17]=[C:16]([C:12]3[CH:13]=[CH:14][CH:15]=[C:10]([CH2:9][NH2:8])[CH:11]=3)[N:21]=[C:20]([C:22]([NH:24][C:25]3[CH:30]=[CH:29][CH:28]=[CH:27][C:26]=3[CH2:31][C:32]([OH:34])=[O:33])=[O:23])[CH:19]=2)[CH:52]=[CH:51][CH:50]=1.[C:58]([OH:64])([C:60]([F:63])([F:62])[F:61])=[O:59]. (4) Given the reactants [CH3:1][O:2][C:3](=[O:14])[C:4]1[CH:9]=[CH:8][C:7](Cl)=[C:6]([N+:11]([O-:13])=[O:12])[CH:5]=1.[SH:15][C:16]1[CH:21]=[CH:20][C:19]([OH:22])=[CH:18][CH:17]=1.C([O-])([O-])=O.[Cs+].[Cs+], predict the reaction product. The product is: [CH3:1][O:2][C:3](=[O:14])[C:4]1[CH:9]=[CH:8][C:7]([S:15][C:16]2[CH:21]=[CH:20][C:19]([OH:22])=[CH:18][CH:17]=2)=[C:6]([N+:11]([O-:13])=[O:12])[CH:5]=1. (5) Given the reactants [Br:1][C:2]1[CH:10]=[CH:9][CH:8]=[C:7]2[C:3]=1[CH2:4][NH:5][C:6]2=[O:11].[N+:12]([O-])([OH:14])=[O:13], predict the reaction product. The product is: [Br:1][C:2]1[CH:10]=[CH:9][C:8]([N+:12]([O-:14])=[O:13])=[C:7]2[C:3]=1[CH2:4][NH:5][C:6]2=[O:11]. (6) Given the reactants [C:1]([O:8][CH3:9])(=[O:7])/[CH:2]=[CH:3]/[C:4]([OH:6])=[O:5].Cl[CH2:11][CH2:12][O:13][C:14]([O:16][CH:17]([CH3:19])[CH3:18])=[O:15], predict the reaction product. The product is: [C:1]([O:8][CH3:9])(=[O:7])/[CH:2]=[CH:3]/[C:4]([O:6][CH2:11][CH2:12][O:13][C:14]([O:16][CH:17]([CH3:19])[CH3:18])=[O:15])=[O:5]. (7) Given the reactants [CH:1]1([OH:8])[CH2:6][CH2:5][CH:4]([OH:7])[CH2:3][CH2:2]1.[H-].[Na+].Cl[C:12]1[N:17]=[CH:16][C:15]([CH2:18][CH3:19])=[CH:14][N:13]=1, predict the reaction product. The product is: [CH2:18]([C:15]1[CH:14]=[N:13][C:12]([O:7][CH:4]2[CH2:5][CH2:6][CH:1]([OH:8])[CH2:2][CH2:3]2)=[N:17][CH:16]=1)[CH3:19]. (8) Given the reactants [Cl:1][C:2]1[CH:7]=[C:6]([Cl:8])[CH:5]=[CH:4][C:3]=1[C@H:9]1[C:14]([C:15]([O:17][C@H:18]([CH3:24])[C:19]([O:21][CH2:22][CH3:23])=[O:20])=[O:16])=[C:13]([CH2:25]Br)[NH:12][C:11]([C:27]2[S:28][CH:29]=[CH:30][N:31]=2)=[N:10]1.[NH:32]1[CH2:37][CH2:36][O:35][CH2:34][C@H:33]1[C:38]([OH:40])=[O:39].C(=O)([O-])[O-].[K+].[K+], predict the reaction product. The product is: [Cl:1][C:2]1[CH:7]=[C:6]([Cl:8])[CH:5]=[CH:4][C:3]=1[C@@H:9]1[N:10]=[C:11]([C:27]2[S:28][CH:29]=[CH:30][N:31]=2)[NH:12][C:13]([CH2:25][N:32]2[CH2:37][CH2:36][O:35][CH2:34][C@H:33]2[C:38]([OH:40])=[O:39])=[C:14]1[C:15]([O:17][C@H:18]([CH3:24])[C:19]([O:21][CH2:22][CH3:23])=[O:20])=[O:16]. (9) The product is: [CH3:33][CH:29]([C:26]1[CH:25]=[CH:24][C:23]([C:21]2[CH:20]=[N:19][N:18]3[C:14]([C:10]4[CH:9]=[C:8]([NH:7][C:5]([NH:4][CH2:3][C:2]([F:1])([F:35])[F:34])=[O:6])[CH:13]=[CH:12][CH:11]=4)=[CH:15][N:16]=[C:17]3[CH:22]=2)=[CH:28][CH:27]=1)[C:30]([N:36]1[CH2:41][CH2:40][O:39][CH2:38][CH2:37]1)=[O:32]. Given the reactants [F:1][C:2]([F:35])([F:34])[CH2:3][NH:4][C:5]([NH:7][C:8]1[CH:9]=[C:10]([C:14]2[N:18]3[N:19]=[CH:20][C:21]([C:23]4[CH:28]=[CH:27][C:26]([CH:29]([CH3:33])[C:30]([OH:32])=O)=[CH:25][CH:24]=4)=[CH:22][C:17]3=[N:16][CH:15]=2)[CH:11]=[CH:12][CH:13]=1)=[O:6].[NH:36]1[CH2:41][CH2:40][O:39][CH2:38][CH2:37]1, predict the reaction product. (10) Given the reactants [OH:1][C:2]1([OH:16])[CH:15]=[CH:14][C:5]([C:6]([C:8]2[CH:13]=[CH:12][CH:11]=[CH:10][CH:9]=2)=[O:7])=[CH:4][CH2:3]1.Br[CH2:18][CH2:19][CH2:20][CH2:21][CH2:22][CH2:23][CH2:24][CH2:25][CH2:26][CH2:27][CH2:28][CH2:29][O:30][CH2:31][CH2:32][CH2:33][CH2:34][CH2:35][CH2:36][CH2:37][CH2:38][CH2:39][CH2:40][CH2:41][CH2:42][CH2:43][CH2:44][CH2:45][CH2:46][CH2:47][CH2:48][CH2:49][CH2:50][CH2:51][CH3:52].[C:53](=[O:56])([O-])[O-].[K+].[K+].Cl, predict the reaction product. The product is: [CH2:31]([O:30][CH2:29][CH2:28][CH2:27][CH2:26][CH2:25][CH2:24][CH2:23][CH2:22][CH2:21][CH2:20][CH2:19][CH2:18][O:16][C:2]1([O:1][CH2:18][CH2:19][CH2:20][CH2:21][CH2:22][CH2:23][CH2:24][CH2:25][CH2:26][CH2:27][CH2:28][CH2:29][O:56][CH2:53][CH2:51][CH2:50][CH2:49][CH2:48][CH2:47][CH2:46][CH2:45][CH2:44][CH2:43][CH2:42][CH2:41][CH2:40][CH2:39][CH2:38][CH2:37][CH2:36][CH2:35][CH2:34][CH2:33][CH2:32][CH3:31])[CH:3]=[CH:4][C:5]([C:6]([C:8]2[CH:13]=[CH:12][CH:11]=[CH:10][CH:9]=2)=[O:7])=[CH:14][CH2:15]1)[CH2:32][CH2:33][CH2:34][CH2:35][CH2:36][CH2:37][CH2:38][CH2:39][CH2:40][CH2:41][CH2:42][CH2:43][CH2:44][CH2:45][CH2:46][CH2:47][CH2:48][CH2:49][CH2:50][CH2:51][CH3:52].